From a dataset of Reaction yield outcomes from USPTO patents with 853,638 reactions. Predict the reaction yield, written as a fraction of the theoretical maximum amount of product (1.0 means a 100% yield; for example, 0.34 means a 34% yield). The reactants are [Br:1][C:2]1[CH:18]=[CH:17][C:5]2[C:6]3[N:10]([CH2:11][CH2:12][O:13][C:4]=2[CH:3]=1)[CH:9]=[C:8]([C:14]([NH2:16])=[O:15])[N:7]=3.[CH3:19][N:20]([CH:22](OC)OC)[CH3:21]. The catalyst is O1CCOCC1. The product is [CH3:19][N:20]([CH3:22])/[CH:21]=[N:16]\[C:14]([C:8]1[N:7]=[C:6]2[N:10]([CH2:11][CH2:12][O:13][C:4]3[CH:3]=[C:2]([Br:1])[CH:18]=[CH:17][C:5]=32)[CH:9]=1)=[O:15]. The yield is 0.940.